The task is: Predict the reactants needed to synthesize the given product.. This data is from Full USPTO retrosynthesis dataset with 1.9M reactions from patents (1976-2016). (1) Given the product [CH3:1][O:2][C:3]1[C:4]([CH3:25])=[C:5]([C:16]([O:23][CH3:24])=[C:17]([O:21][CH3:22])[C:18]=1[O:19][CH3:20])[CH2:6][C:7]1[CH:8]=[CH:9][C:10]([O:15][CH3:32])=[C:11]([CH:14]=1)[CH:12]=[O:13], predict the reactants needed to synthesize it. The reactants are: [CH3:1][O:2][C:3]1[C:4]([CH3:25])=[C:5]([C:16]([O:23][CH3:24])=[C:17]([O:21][CH3:22])[C:18]=1[O:19][CH3:20])[CH2:6][C:7]1[CH:8]=[CH:9][C:10]([OH:15])=[C:11]([CH:14]=1)[CH:12]=[O:13].[OH-].[Na+].S(OC)(O[CH3:32])(=O)=O.Cl. (2) Given the product [Cl:10][C:5]1[C:6]([O:8][CH3:9])=[N:7][C:2]([NH:11][C:12]2[CH:13]=[C:14]([C:19]3[S:23][C:22]([C:24]4([OH:28])[CH2:27][CH2:26][CH2:25]4)=[N:21][CH:20]=3)[CH:15]=[C:16]([CH3:18])[CH:17]=2)=[N:3][CH:4]=1, predict the reactants needed to synthesize it. The reactants are: Cl[C:2]1[N:7]=[C:6]([O:8][CH3:9])[C:5]([Cl:10])=[CH:4][N:3]=1.[NH2:11][C:12]1[CH:13]=[C:14]([C:19]2[S:23][C:22]([C:24]3([OH:28])[CH2:27][CH2:26][CH2:25]3)=[N:21][CH:20]=2)[CH:15]=[C:16]([CH3:18])[CH:17]=1.CC(C1C=C(C(C)C)C(C2C=CC=CC=2P(C2CCCCC2)C2CCCCC2)=C(C(C)C)C=1)C.C(=O)([O-])[O-].[K+].[K+]. (3) Given the product [CH2:10]([N:12]1[C:24]2[CH:23]=[CH:22][C:21]([C:25]3[N:39]([CH2:40][CH2:41][O:42][CH3:43])[C:38]4[CH:37]=[CH:36][C:32]([C:33]([OH:35])=[O:34])=[CH:31][C:30]=4[N:29]=3)=[CH:20][C:19]=2[C:18]2[C:13]1=[CH:14][CH:15]=[C:16]([O:27][CH3:28])[CH:17]=2)[CH3:11], predict the reactants needed to synthesize it. The reactants are: S(OS([O-])=O)([O-])=O.[Na+].[Na+].[CH2:10]([N:12]1[C:24]2[CH:23]=[CH:22][C:21]([CH:25]=O)=[CH:20][C:19]=2[C:18]2[C:13]1=[CH:14][CH:15]=[C:16]([O:27][CH3:28])[CH:17]=2)[CH3:11].[NH2:29][C:30]1[CH:31]=[C:32]([CH:36]=[CH:37][C:38]=1[NH:39][CH2:40][CH2:41][O:42][CH3:43])[C:33]([OH:35])=[O:34].C(=O)([O-])O.[Na+].